This data is from Full USPTO retrosynthesis dataset with 1.9M reactions from patents (1976-2016). The task is: Predict the reactants needed to synthesize the given product. (1) The reactants are: [S:1]1[CH2:5][C:4](=[O:6])[NH:3][C:2]1=[O:7].[CH:8]([C:10]1[CH:28]=[CH:27][C:13]([O:14][C:15]2[CH:22]=[CH:21][C:18]([C:19]#[N:20])=[CH:17][C:16]=2[C:23]([F:26])([F:25])[F:24])=[C:12]([O:29][CH3:30])[CH:11]=1)=O.C(O)(=O)C1C=CC=CC=1.N1CCCCC1. Given the product [O:7]=[C:2]1[NH:3][C:4](=[O:6])[C:5](=[CH:8][C:10]2[CH:28]=[CH:27][C:13]([O:14][C:15]3[CH:22]=[CH:21][C:18]([C:19]#[N:20])=[CH:17][C:16]=3[C:23]([F:24])([F:25])[F:26])=[C:12]([O:29][CH3:30])[CH:11]=2)[S:1]1, predict the reactants needed to synthesize it. (2) Given the product [CH:39]1([S:42]([N:29]2[CH2:30][CH2:31][CH:26]([N:24]3[CH:25]=[C:21]([C:7]4[C:6]5[C:10](=[CH:11][C:3]([F:2])=[CH:4][CH:5]=5)[N:9]([S:12]([C:15]5[CH:16]=[CH:17][CH:18]=[CH:19][CH:20]=5)(=[O:13])=[O:14])[CH:8]=4)[CH:22]=[N:23]3)[CH2:27][CH2:28]2)(=[O:44])=[O:43])[CH2:41][CH2:40]1, predict the reactants needed to synthesize it. The reactants are: Cl.[F:2][C:3]1[CH:11]=[C:10]2[C:6]([C:7]([C:21]3[CH:22]=[N:23][N:24]([CH:26]4[CH2:31][CH2:30][NH:29][CH2:28][CH2:27]4)[CH:25]=3)=[CH:8][N:9]2[S:12]([C:15]2[CH:20]=[CH:19][CH:18]=[CH:17][CH:16]=2)(=[O:14])=[O:13])=[CH:5][CH:4]=1.CCN(CC)CC.[CH:39]1([S:42](Cl)(=[O:44])=[O:43])[CH2:41][CH2:40]1. (3) Given the product [ClH:51].[NH2:43][CH2:42][C@H:39]1[CH2:38][CH2:37][C@H:36]([C:34]([NH:33][C@H:18]([C:19](=[O:32])[NH:20][C:21]2[CH:22]=[CH:23][C:24]([C:27]3[NH:31][N:30]=[N:29][N:28]=3)=[CH:25][CH:26]=2)[CH2:17][C:13]2[CH:12]=[C:11]([C:9]3[C:8]([Cl:51])=[CH:7][CH:6]=[C:5]([C:2]([NH2:3])=[O:4])[CH:10]=3)[CH:16]=[CH:15][CH:14]=2)=[O:35])[CH2:41][CH2:40]1, predict the reactants needed to synthesize it. The reactants are: Cl.[C:2]([C:5]1[CH:6]=[CH:7][C:8]([Cl:51])=[C:9]([C:11]2[CH:16]=[CH:15][CH:14]=[C:13]([CH2:17][C@H:18]([NH:33][C:34]([C@H:36]3[CH2:41][CH2:40][C@H:39]([CH2:42][NH:43]C(=O)OC(C)(C)C)[CH2:38][CH2:37]3)=[O:35])[C:19](=[O:32])[NH:20][C:21]3[CH:26]=[CH:25][C:24]([C:27]4[NH:31][N:30]=[N:29][N:28]=4)=[CH:23][CH:22]=3)[CH:12]=2)[CH:10]=1)(=[O:4])[NH2:3].C(#N)C. (4) Given the product [CH2:27]([C:14]1[C:15](=[O:16])[N:17]([C:18]2[CH:23]=[CH:22][C:21]([CH:24]([CH3:26])[CH3:25])=[CH:20][CH:19]=2)[C:1]([C:2]2[CH:8]=[CH:7][CH:6]=[CH:5][C:3]=2[OH:4])=[N:10][C:11]=1[CH3:12])[CH2:28][CH2:29][CH3:30], predict the reactants needed to synthesize it. The reactants are: [C:1]([NH2:10])(=O)[C:2]1[C:3](=[CH:5][CH:6]=[CH:7][CH:8]=1)[OH:4].[C:11]([CH:14]([CH2:27][CH2:28][CH2:29][CH3:30])[C:15]([NH:17][C:18]1[CH:23]=[CH:22][C:21]([CH:24]([CH3:26])[CH3:25])=[CH:20][CH:19]=1)=[O:16])(=O)[CH3:12]. (5) Given the product [CH3:1][C:2]1[CH:7]=[CH:6][C:5]([S:8]([O:11][CH2:12][CH:13]2[O:18][C:17]3[CH:19]=[C:20]([N+:25]([O-:27])=[O:26])[C:21]([O:23][CH3:24])=[CH:22][C:16]=3[O:15][CH2:14]2)(=[O:10])=[O:9])=[CH:4][CH:3]=1, predict the reactants needed to synthesize it. The reactants are: [CH3:1][C:2]1[CH:7]=[CH:6][C:5]([S:8]([O:11][CH2:12][C@@H:13]2[O:18][C:17]3[CH:19]=[CH:20][C:21]([O:23][CH3:24])=[CH:22][C:16]=3[O:15][CH2:14]2)(=[O:10])=[O:9])=[CH:4][CH:3]=1.[N+:25]([O-])([OH:27])=[O:26]. (6) Given the product [CH3:6][O:5][C:3](=[O:4])[C:2](=[C:12]([CH2:13][CH3:14])[CH2:11][CH3:10])[C:1]([O:8][CH3:9])=[O:7], predict the reactants needed to synthesize it. The reactants are: [C:1]([O:8][CH3:9])(=[O:7])[CH2:2][C:3]([O:5][CH3:6])=[O:4].[CH3:10][CH2:11][C:12](=O)[CH2:13][CH3:14].N1C=CC=CC=1.ClCCl. (7) The reactants are: [C:1]([CH2:3][C:4]([O:6][C:7]([CH3:10])([CH3:9])[CH3:8])=[O:5])#[N:2].C[Si](C)(C)N[Si](C)(C)C.[Li].Cl[C:22]1[N:27]=[C:26]([C:28]([F:31])([F:30])[F:29])[CH:25]=[CH:24][N:23]=1. Given the product [C:1]([C:3](=[C:22]1[N:27]=[C:26]([C:28]([F:31])([F:30])[F:29])[CH:25]=[CH:24][NH:23]1)[C:4]([O:6][C:7]([CH3:10])([CH3:9])[CH3:8])=[O:5])#[N:2], predict the reactants needed to synthesize it. (8) Given the product [O:1]1[C:5]2[CH:6]=[CH:7][C:8]([C:10]3[S:11][CH:12]=[C:13]([C:15]([NH:18][C:19]4[NH:23][C:22]5[CH:24]=[CH:25][C:26]([C:28](=[O:29])[N:30]([CH3:31])[CH3:32])=[CH:27][C:21]=5[N:20]=4)=[O:17])[N:14]=3)=[CH:9][C:4]=2[CH2:3][CH2:2]1, predict the reactants needed to synthesize it. The reactants are: [O:1]1[C:5]2[CH:6]=[CH:7][C:8]([C:10]3[S:11][CH:12]=[C:13]([C:15]([OH:17])=O)[N:14]=3)=[CH:9][C:4]=2[CH2:3][CH2:2]1.[NH2:18][C:19]1[NH:23][C:22]2[CH:24]=[CH:25][C:26]([C:28]([N:30]([CH3:32])[CH3:31])=[O:29])=[CH:27][C:21]=2[N:20]=1.F[P-](F)(F)(F)(F)F.N1(OC(N(C)C)=[N+](C)C)C2C=CC=CC=2N=N1.C(N(CC)C(C)C)(C)C.